From a dataset of Kir2.1 potassium channel HTS with 301,493 compounds. Binary Classification. Given a drug SMILES string, predict its activity (active/inactive) in a high-throughput screening assay against a specified biological target. The molecule is S(=O)(=O)(NCc1ccccc1)c1ccc(OCC(=O)NCc2cccnc2)cc1. The result is 0 (inactive).